Dataset: Reaction yield outcomes from USPTO patents with 853,638 reactions. Task: Predict the reaction yield, written as a fraction of the theoretical maximum amount of product (1.0 means a 100% yield; for example, 0.34 means a 34% yield). The product is [F:2][C:3]1[CH:4]=[CH:5][C:6]2[NH:12][C:11]3[CH:13]=[CH:14][C:15]([C:17]([F:18])([F:20])[F:19])=[CH:16][C:10]=3[C:9]([N:21]3[CH2:31][CH2:30][NH:29][CH:28]([CH2:27][CH2:26][CH2:25][O:24][CH3:23])[CH2:33]3)=[N:8][C:7]=2[CH:22]=1. The yield is 0.570. The catalyst is C1(C)C=CC=CC=1.CS(C)=O. The reactants are Cl.[F:2][C:3]1[CH:4]=[CH:5][C:6]2[NH:12][C:11]3[CH:13]=[CH:14][C:15]([C:17]([F:20])([F:19])[F:18])=[CH:16][C:10]=3[C:9]([NH2:21])=[N:8][C:7]=2[CH:22]=1.[CH3:23][O:24][CH2:25][CH2:26][CH2:27][C@H:28]1[CH2:33]N[CH2:31][CH2:30][NH:29]1.C(N(C(C)C)CC)(C)C.